From a dataset of NCI-60 drug combinations with 297,098 pairs across 59 cell lines. Regression. Given two drug SMILES strings and cell line genomic features, predict the synergy score measuring deviation from expected non-interaction effect. (1) Cell line: MDA-MB-231. Synergy scores: CSS=-6.85, Synergy_ZIP=4.78, Synergy_Bliss=2.65, Synergy_Loewe=-5.50, Synergy_HSA=-4.98. Drug 2: COC1=C2C(=CC3=C1OC=C3)C=CC(=O)O2. Drug 1: CCN(CC)CCNC(=O)C1=C(NC(=C1C)C=C2C3=C(C=CC(=C3)F)NC2=O)C. (2) Cell line: A498. Drug 2: CN1C2=C(C=C(C=C2)N(CCCl)CCCl)N=C1CCCC(=O)O.Cl. Drug 1: CC12CCC(CC1=CCC3C2CCC4(C3CC=C4C5=CN=CC=C5)C)O. Synergy scores: CSS=4.29, Synergy_ZIP=1.71, Synergy_Bliss=6.40, Synergy_Loewe=4.09, Synergy_HSA=4.27. (3) Drug 1: CNC(=O)C1=CC=CC=C1SC2=CC3=C(C=C2)C(=NN3)C=CC4=CC=CC=N4. Drug 2: B(C(CC(C)C)NC(=O)C(CC1=CC=CC=C1)NC(=O)C2=NC=CN=C2)(O)O. Cell line: DU-145. Synergy scores: CSS=0.0870, Synergy_ZIP=-2.17, Synergy_Bliss=-6.65, Synergy_Loewe=-13.4, Synergy_HSA=-8.84. (4) Drug 1: CC1=C2C(C(=O)C3(C(CC4C(C3C(C(C2(C)C)(CC1OC(=O)C(C(C5=CC=CC=C5)NC(=O)OC(C)(C)C)O)O)OC(=O)C6=CC=CC=C6)(CO4)OC(=O)C)O)C)O. Drug 2: C(CC(=O)O)C(=O)CN.Cl. Cell line: HCT-15. Synergy scores: CSS=10.8, Synergy_ZIP=-9.56, Synergy_Bliss=-12.2, Synergy_Loewe=-7.39, Synergy_HSA=-5.02.